From a dataset of Forward reaction prediction with 1.9M reactions from USPTO patents (1976-2016). Predict the product of the given reaction. (1) Given the reactants [CH2:1]([NH:8][C:9]1[CH:14]=[C:13](Br)[CH:12]=[CH:11][C:10]=1[S:16]([C:19]([F:22])([F:21])[F:20])(=[O:18])=[O:17])[C:2]1[CH:7]=[CH:6][CH:5]=[CH:4][CH:3]=1.Cl.[C:24]([N:32]1[CH2:37][CH2:36][NH:35][CH2:34][CH2:33]1)(=[O:31])[C:25]1[CH:30]=[CH:29][CH:28]=[CH:27][CH:26]=1.CC1C=CC(P(C2C=CC3C(=CC=CC=3)C=2C2C3C(=CC=CC=3)C=CC=2P(C2C=CC(C)=CC=2)C2C=CC(C)=CC=2)C2C=CC(C)=CC=2)=CC=1.C(=O)([O-])[O-].[Cs+].[Cs+], predict the reaction product. The product is: [CH2:1]([NH:8][C:9]1[CH:14]=[C:13]([N:35]2[CH2:36][CH2:37][N:32]([C:24]([C:25]3[CH:26]=[CH:27][CH:28]=[CH:29][CH:30]=3)=[O:31])[CH2:33][CH2:34]2)[CH:12]=[CH:11][C:10]=1[S:16]([C:19]([F:22])([F:21])[F:20])(=[O:18])=[O:17])[C:2]1[CH:7]=[CH:6][CH:5]=[CH:4][CH:3]=1. (2) Given the reactants [NH2:1][CH2:2][C:3]([CH3:14])([CH3:13])[CH2:4][NH:5][C:6](=[O:12])[O:7][C:8]([CH3:11])([CH3:10])[CH3:9].[N+:15]([C:18]1[CH:23]=[CH:22][CH:21]=[CH:20][C:19]=1NC1CCN(C(OC(C)(C)C)=O)CC1)([O-:17])=[O:16], predict the reaction product. The product is: [CH3:13][C:3]([CH3:14])([CH2:2][NH:1][C:19]1[CH:20]=[CH:21][CH:22]=[CH:23][C:18]=1[N+:15]([O-:17])=[O:16])[CH2:4][NH:5][C:6](=[O:12])[O:7][C:8]([CH3:9])([CH3:11])[CH3:10]. (3) Given the reactants [Cl:1][C:2]1[N:7]=[C:6]([NH:8][CH2:9][C:10]([O:12]C)=[O:11])[C:5]([Cl:14])=[CH:4][N:3]=1.O[Li].O.Cl, predict the reaction product. The product is: [Cl:1][C:2]1[N:7]=[C:6]([NH:8][CH2:9][C:10]([OH:12])=[O:11])[C:5]([Cl:14])=[CH:4][N:3]=1. (4) Given the reactants Cl[C:2]1[CH:7]=[C:6]([Cl:8])[N:5]=[CH:4][N:3]=1.[OH:9][CH2:10][CH2:11][N:12]1[CH2:16][CH2:15][CH2:14][C:13]1=[O:17].[H-].[Na+].[Cl-].[NH4+], predict the reaction product. The product is: [Cl:8][C:6]1[N:5]=[CH:4][N:3]=[C:2]([O:9][CH2:10][CH2:11][N:12]2[CH2:16][CH2:15][CH2:14][C:13]2=[O:17])[CH:7]=1. (5) The product is: [C:1]([O:5][C:6]([N:8]1[CH2:12][CH2:11][CH2:10][C@H:9]1[CH2:13][N:14]([C:36](=[O:38])[CH3:37])[C:15]1[C:16]([O:27][C:28]2[CH:29]=[CH:30][C:31]([O:34][CH3:35])=[CH:32][CH:33]=2)=[N:17][C:18]([C:21]2[CH:26]=[N:25][CH:24]=[N:23][CH:22]=2)=[N:19][CH:20]=1)=[O:7])([CH3:4])([CH3:3])[CH3:2]. Given the reactants [C:1]([O:5][C:6]([N:8]1[CH2:12][CH2:11][CH2:10][C@H:9]1[CH2:13][NH:14][C:15]1[C:16]([O:27][C:28]2[CH:33]=[CH:32][C:31]([O:34][CH3:35])=[CH:30][CH:29]=2)=[N:17][C:18]([C:21]2[CH:22]=[N:23][CH:24]=[N:25][CH:26]=2)=[N:19][CH:20]=1)=[O:7])([CH3:4])([CH3:3])[CH3:2].[C:36](Cl)(=[O:38])[CH3:37].N1C=CC=CC=1, predict the reaction product. (6) Given the reactants [CH3:1][N:2]1[C:9](=O)[CH2:8][C:6](=[O:7])[N:5]([CH3:11])[C:3]1=[O:4].P(Cl)(Cl)([Cl:14])=O, predict the reaction product. The product is: [Cl:14][C:9]1[N:2]([CH3:1])[C:3](=[O:4])[N:5]([CH3:11])[C:6](=[O:7])[CH:8]=1. (7) Given the reactants [C:1]([O:5][C:6]([NH:8][CH2:9][C:10]([NH:12][C@@H:13]1[CH2:17][CH2:16][NH:15][CH2:14]1)=[O:11])=[O:7])([CH3:4])([CH3:3])[CH3:2].[CH3:18][C:19]1[CH:24]=[CH:23][C:22]2[C:25]([CH2:28]N(C)C)=[CH:26][NH:27][C:21]=2[CH:20]=1.[ClH:32], predict the reaction product. The product is: [ClH:32].[C:1]([O:5][C:6]([NH:8][CH2:9][C:10]([NH:12][C@@H:13]1[CH2:17][CH2:16][N:15]([CH2:28][C:25]2[C:22]3[C:21](=[CH:20][C:19]([CH3:18])=[CH:24][CH:23]=3)[NH:27][CH:26]=2)[CH2:14]1)=[O:11])=[O:7])([CH3:4])([CH3:2])[CH3:3].